Dataset: Forward reaction prediction with 1.9M reactions from USPTO patents (1976-2016). Task: Predict the product of the given reaction. (1) Given the reactants [Br:1][C:2]1[C:3]2[N:4]([CH:12]=[C:13]([C:15]3[O:19][N:18]=[C:17]([C:20]4[CH:30]=[CH:29][C:23]([C:24](OCC)=[O:25])=[CH:22][C:21]=4[Cl:31])[N:16]=3)[N:14]=2)[CH:5]=[C:6]([C:8]([F:11])([F:10])[F:9])[CH:7]=1.CC(C[AlH]CC(C)C)C, predict the reaction product. The product is: [Br:1][C:2]1[C:3]2[N:4]([CH:12]=[C:13]([C:15]3[O:19][N:18]=[C:17]([C:20]4[CH:30]=[CH:29][C:23]([CH2:24][OH:25])=[CH:22][C:21]=4[Cl:31])[N:16]=3)[N:14]=2)[CH:5]=[C:6]([C:8]([F:9])([F:11])[F:10])[CH:7]=1. (2) Given the reactants Cl.Cl[C:3]1[CH:8]=[CH:7][N:6]=[CH:5][CH:4]=1.[CH3:9][NH:10][CH2:11][CH2:12][OH:13], predict the reaction product. The product is: [CH3:9][N:10]([C:3]1[CH:8]=[CH:7][N:6]=[CH:5][CH:4]=1)[CH2:11][CH2:12][OH:13]. (3) The product is: [OH:20][C@@H:2]([CH2:3][O:1][CH:26]([CH3:27])[CH3:25])[C:4]([O:6][CH3:7])=[O:5]. Given the reactants [O:1]1[CH2:3][C@H:2]1[C:4]([O:6][CH3:7])=[O:5].FC(F)(F)S([O-])(=O)=O.[Mg+2].FC(F)(F)S([O-])(=O)=[O:20].[CH3:25][CH:26](O)[CH3:27], predict the reaction product. (4) Given the reactants [C:1]([O:5][C:6]([N:8]([C:37]([O:39][C:40]([CH3:43])([CH3:42])[CH3:41])=[O:38])[C:9]1[CH:10]=[N:11][CH:12]=[CH:13][C:14]=1[C@H:15]1[O:20][C@H:19]([CH2:21][CH2:22][C:23]([O:25][CH2:26][CH3:27])=[O:24])[C@@H:18]([OH:28])[C@H:17]([O:29][Si:30]([C:33]([CH3:36])([CH3:35])[CH3:34])([CH3:32])[CH3:31])[CH2:16]1)=[O:7])([CH3:4])([CH3:3])[CH3:2].C(=O)(O)[O-].[Na+], predict the reaction product. The product is: [C:1]([O:5][C:6]([N:8]([C:37]([O:39][C:40]([CH3:41])([CH3:43])[CH3:42])=[O:38])[C:9]1[CH:10]=[N:11][CH:12]=[CH:13][C:14]=1[C@H:15]1[O:20][C@H:19]([CH2:21][CH2:22][C:23]([O:25][CH2:26][CH3:27])=[O:24])[C:18](=[O:28])[C@H:17]([O:29][Si:30]([C:33]([CH3:36])([CH3:35])[CH3:34])([CH3:31])[CH3:32])[CH2:16]1)=[O:7])([CH3:4])([CH3:2])[CH3:3]. (5) Given the reactants [F:1][C:2]1[CH:16]=[C:15]([CH2:17][N:18]2[CH2:22][CH2:21][CH:20]([C:23]3[CH:28]=[CH:27][CH:26]=[CH:25][CH:24]=3)[CH2:19]2)[CH:14]=[CH:13][C:3]=1[O:4][C:5]1[CH:12]=[CH:11][C:8]([C:9]#[N:10])=[CH:7][N:6]=1.C(=O)([O-])[O-:30].[K+].[K+].OO, predict the reaction product. The product is: [F:1][C:2]1[CH:16]=[C:15]([CH2:17][N:18]2[CH2:22][CH2:21][CH:20]([C:23]3[CH:28]=[CH:27][CH:26]=[CH:25][CH:24]=3)[CH2:19]2)[CH:14]=[CH:13][C:3]=1[O:4][C:5]1[CH:12]=[CH:11][C:8]([C:9]([NH2:10])=[O:30])=[CH:7][N:6]=1. (6) Given the reactants [H-].[Al+3].[Li+].[H-].[H-].[H-].[CH3:7][N:8]([CH3:25])[C:9]1([C:19]2[CH:24]=[CH:23][CH:22]=[CH:21][CH:20]=2)[CH2:14][CH2:13][C:12]([CH3:18])([CH:15]=[N:16]O)[CH2:11][CH2:10]1, predict the reaction product. The product is: [NH2:16][CH2:15][C:12]1([CH3:18])[CH2:11][CH2:10][C:9]([N:8]([CH3:25])[CH3:7])([C:19]2[CH:20]=[CH:21][CH:22]=[CH:23][CH:24]=2)[CH2:14][CH2:13]1. (7) Given the reactants [CH3:1][N:2]([CH3:16])[CH2:3][CH2:4][CH2:5][O:6][C:7]1[CH:15]=[CH:14][C:10]([C:11](Cl)=[O:12])=[CH:9][CH:8]=1.[CH3:17][C:18]([OH:35])(/[CH:20]=[CH:21]/[Sn](CCCC)(CCCC)CCCC)[CH3:19], predict the reaction product. The product is: [CH3:1][N:2]([CH3:16])[CH2:3][CH2:4][CH2:5][O:6][C:7]1[CH:15]=[CH:14][C:10]([C:11](=[O:12])/[CH:21]=[CH:20]/[C:18]([OH:35])([CH3:19])[CH3:17])=[CH:9][CH:8]=1. (8) Given the reactants [CH3:1][C:2]([CH3:31])([O:4][C:5](=[O:30])[NH:6][CH2:7][CH2:8][O:9][CH2:10][CH2:11][O:12][CH2:13][CH2:14][CH2:15][N:16]([CH2:27][CH2:28][CH3:29])C(=O)OCC1C=CC=CC=1)[CH3:3], predict the reaction product. The product is: [CH2:27]([NH:16][CH2:15][CH2:14][CH2:13][O:12][CH2:11][CH2:10][O:9][CH2:8][CH2:7][NH:6][C:5](=[O:30])[O:4][C:2]([CH3:31])([CH3:3])[CH3:1])[CH2:28][CH3:29]. (9) Given the reactants [Si:1]([O:8][C@H:9]1[CH2:18][C:17]([CH3:20])([CH3:19])[CH2:16][C:15]2[N:14]=[C:13](Cl)[C:12]3[C@@H:22]([C:30]4[CH:35]=[CH:34][C:33]([C:36]([F:39])([F:38])[F:37])=[CH:32][CH:31]=4)[O:23][C:24]4([CH2:29][CH2:28][O:27][CH2:26][CH2:25]4)[C:11]=3[C:10]1=2)([C:4]([CH3:7])([CH3:6])[CH3:5])([CH3:3])[CH3:2].[C:40]([B-](F)(F)F)([CH3:42])=[CH2:41].[K+].C1(C)C=CC=CC=1.C(=O)([O-])[O-].[Cs+].[Cs+], predict the reaction product. The product is: [Si:1]([O:8][C@H:9]1[CH2:18][C:17]([CH3:20])([CH3:19])[CH2:16][C:15]2[N:14]=[C:13]([C:40]([CH3:42])=[CH2:41])[C:12]3[C@@H:22]([C:30]4[CH:35]=[CH:34][C:33]([C:36]([F:39])([F:38])[F:37])=[CH:32][CH:31]=4)[O:23][C:24]4([CH2:29][CH2:28][O:27][CH2:26][CH2:25]4)[C:11]=3[C:10]1=2)([C:4]([CH3:7])([CH3:6])[CH3:5])([CH3:3])[CH3:2]. (10) Given the reactants [O:1]([CH2:9][C:10]1[N:14]([CH2:15][C:16]2[CH:35]=[CH:34][C:19]3/[C:20](=[C:30](/[CH3:33])\[C:31]#[N:32])/[C:21]4[CH:28]=[CH:27][C:26]([F:29])=[CH:25][C:22]=4[O:23][CH2:24][C:18]=3[CH:17]=2)[C:13]2[CH:36]=[CH:37][CH:38]=[C:39]([OH:40])[C:12]=2[N:11]=1)[Si](C(C)(C)C)(C)C.C(=O)([O-])[O-].[Cs+].[Cs+].Cl[C:48]([F:53])([F:52])C([O-])=O.[Na+].[Cl-].[NH4+], predict the reaction product. The product is: [F:52][CH:48]([F:53])[O:40][C:39]1[C:12]2[N:11]=[C:10]([CH2:9][OH:1])[N:14]([CH2:15][C:16]3[CH:35]=[CH:34][C:19]4/[C:20](=[C:30](/[CH3:33])\[C:31]#[N:32])/[C:21]5[CH:28]=[CH:27][C:26]([F:29])=[CH:25][C:22]=5[O:23][CH2:24][C:18]=4[CH:17]=3)[C:13]=2[CH:36]=[CH:37][CH:38]=1.